Predict the product of the given reaction. From a dataset of Forward reaction prediction with 1.9M reactions from USPTO patents (1976-2016). Given the reactants Cl.[CH3:2][NH:3][CH2:4][CH2:5][CH2:6][C:7]([OH:9])=[O:8].C(N(CC)CC)C.[C:17]([O:21][C:22](O[C:22]([O:21][C:17]([CH3:20])([CH3:19])[CH3:18])=[O:23])=[O:23])([CH3:20])([CH3:19])[CH3:18].Cl, predict the reaction product. The product is: [C:17]([O:21][C:22]([CH2:2][NH:3][CH2:4][CH2:5][CH2:6][C:7]([OH:9])=[O:8])=[O:23])([CH3:20])([CH3:19])[CH3:18].